Dataset: Full USPTO retrosynthesis dataset with 1.9M reactions from patents (1976-2016). Task: Predict the reactants needed to synthesize the given product. (1) Given the product [O:14]=[C:12]1[N:11]2[CH2:15][CH2:16][NH:17][C:10]2=[CH:9][C:8]([O:7][CH2:6][C:5]2[CH:25]=[CH:26][C:27]([O:28][C:29]3[CH:34]=[CH:33][CH:32]=[C:31]([C:35]([F:37])([F:38])[F:36])[CH:30]=3)=[C:3]([CH:4]=2)[C:1]#[N:2])=[N:13]1, predict the reactants needed to synthesize it. The reactants are: [C:1]([C:3]1[CH:4]=[C:5]([CH:25]=[CH:26][C:27]=1[O:28][C:29]1[CH:34]=[CH:33][CH:32]=[C:31]([C:35]([F:38])([F:37])[F:36])[CH:30]=1)[CH2:6][O:7][C:8]1[CH:9]=[C:10]2[N:17](C(OC(C)(C)C)=O)[CH2:16][CH2:15][N:11]2[C:12](=[O:14])[N:13]=1)#[N:2]. (2) Given the product [F:1][C:2]1[CH:3]=[C:4]([C:9]2[CH:14]=[CH:13][C:12]([C:15]([NH:17][C@H:18]([C:28]([OH:30])=[O:29])[CH2:19][O:20][CH2:21][C:22]3[CH:23]=[CH:24][CH:25]=[CH:26][CH:27]=3)=[O:16])=[C:11]([NH:32][C:33]([NH:35][C:36]3[C:37]([CH3:44])=[CH:38][C:39]([CH3:43])=[CH:40][C:41]=3[CH3:42])=[O:34])[CH:10]=2)[CH:5]=[CH:6][C:7]=1[F:8], predict the reactants needed to synthesize it. The reactants are: [F:1][C:2]1[CH:3]=[C:4]([C:9]2[CH:14]=[CH:13][C:12]([C:15]([NH:17][C@H:18]([C:28]([O:30]C)=[O:29])[CH2:19][O:20][CH2:21][C:22]3[CH:27]=[CH:26][CH:25]=[CH:24][CH:23]=3)=[O:16])=[C:11]([NH:32][C:33]([NH:35][C:36]3[C:41]([CH3:42])=[CH:40][C:39]([CH3:43])=[CH:38][C:37]=3[CH3:44])=[O:34])[CH:10]=2)[CH:5]=[CH:6][C:7]=1[F:8].Cl. (3) Given the product [OH:1][CH:2]([CH3:14])[CH2:3][CH2:4][CH2:5][CH2:6][CH2:7][CH2:8][CH2:9][C:10]([O:12][CH3:13])=[O:11], predict the reactants needed to synthesize it. The reactants are: [O:1]=[C:2]([CH3:14])[CH2:3][CH2:4][CH2:5][CH2:6][CH2:7][CH2:8][CH2:9][C:10]([O:12][CH3:13])=[O:11].[BH4-].[Na+]. (4) Given the product [NH2:36][C:4]1[C:5]([F:30])=[C:6]([CH:28]=[CH:29][C:3]=1[C:1]#[N:2])[C:7]([NH:9][C:10]1[C:15]([CH3:16])=[CH:14][C:13]([C:17]([F:26])([C:22]([F:25])([F:24])[F:23])[C:18]([F:19])([F:21])[F:20])=[CH:12][C:11]=1[CH3:27])=[O:8], predict the reactants needed to synthesize it. The reactants are: [C:1]([C:3]1[CH:29]=[CH:28][C:6]([C:7]([NH:9][C:10]2[C:15]([CH3:16])=[CH:14][C:13]([C:17]([F:26])([C:22]([F:25])([F:24])[F:23])[C:18]([F:21])([F:20])[F:19])=[CH:12][C:11]=2[CH3:27])=[O:8])=[C:5]([F:30])[C:4]=1F)#[N:2].C(=O)([O-])[O-].[NH4+:36].[NH4+]. (5) The reactants are: C(OC([O:11][C:12]1([CH2:50][CH3:51])[C:17]2[CH:18]=[C:19]3[N:27]([C:28](=[O:29])[C:16]=2[CH2:15][O:14][C:13]1=[O:49])[CH2:26][C:25]1[C:24]([CH2:30][CH2:31][Si:32]([CH3:44])([CH3:43])[CH2:33][CH2:34][CH2:35][O:36][C:37]([CH:39]2[CH2:42][CH2:41][CH2:40]2)=[O:38])=[C:23]2[CH:45]=[CH:46][CH:47]=[CH:48][C:22]2=[N:21][C:20]3=1)=O)C1C=CC=CC=1.[H][H]. Given the product [CH2:50]([C:12]1([OH:11])[C:17]2[CH:18]=[C:19]3[N:27]([C:28](=[O:29])[C:16]=2[CH2:15][O:14][C:13]1=[O:49])[CH2:26][C:25]1[C:24]([CH2:30][CH2:31][Si:32]([CH3:44])([CH3:43])[CH2:33][CH2:34][CH2:35][O:36][C:37]([CH:39]2[CH2:42][CH2:41][CH2:40]2)=[O:38])=[C:23]2[CH:45]=[CH:46][CH:47]=[CH:48][C:22]2=[N:21][C:20]3=1)[CH3:51], predict the reactants needed to synthesize it. (6) Given the product [Cl:19][C:20]1[CH:25]=[C:24]([B:9]2[O:10][C:11]([CH3:16])([CH3:17])[C:12]([CH3:14])([CH3:15])[O:13]2)[CH:23]=[C:22]([Cl:26])[C:21]=1[CH:27]([F:28])[F:29], predict the reactants needed to synthesize it. The reactants are: [CH3:16][C:11]1([CH3:17])[C:12]([CH3:15])([CH3:14])[O:13][B:9]([B:9]2[O:13][C:12]([CH3:15])([CH3:14])[C:11]([CH3:17])([CH3:16])[O:10]2)[O:10]1.[Cl:19][C:20]1[CH:25]=[CH:24][CH:23]=[C:22]([Cl:26])[C:21]=1[CH:27]([F:29])[F:28]. (7) Given the product [CH3:1][C:2]1([CH3:23])[CH2:11][CH2:10][C:9]([CH3:12])([CH3:13])[C:8]2[CH:7]=[C:6]([CH:14]([OH:15])[C:24]#[CH:25])[CH:5]=[C:4]([C:16]3[CH:21]=[CH:20][C:19]([CH3:22])=[CH:18][CH:17]=3)[C:3]1=2, predict the reactants needed to synthesize it. The reactants are: [CH3:1][C:2]1([CH3:23])[CH2:11][CH2:10][C:9]([CH3:13])([CH3:12])[C:8]2[CH:7]=[C:6]([CH:14]=[O:15])[CH:5]=[C:4]([C:16]3[CH:21]=[CH:20][C:19]([CH3:22])=[CH:18][CH:17]=3)[C:3]1=2.[C:24]([Mg]Br)#[CH:25]. (8) Given the product [Cl:1][C:2]1[CH:7]=[C:6]([NH:8][C:9]2[C:18]3[C:13](=[CH:14][CH:15]=[CH:16][C:17]=3[O:19][CH2:20][CH:21]3[CH2:26][CH2:25][N:24]([C:27](=[O:30])[CH2:28][OH:29])[CH2:23][CH2:22]3)[N:12]=[CH:11][N:10]=2)[CH:5]=[CH:4][C:3]=1[O:31][CH2:36][C:35]1[CH:38]=[CH:39][CH:40]=[C:33]([F:32])[CH:34]=1, predict the reactants needed to synthesize it. The reactants are: [Cl:1][C:2]1[CH:7]=[C:6]([NH:8][C:9]2[C:18]3[C:13](=[CH:14][CH:15]=[CH:16][C:17]=3[O:19][CH2:20][CH:21]3[CH2:26][CH2:25][N:24]([C:27](=[O:30])[CH2:28][OH:29])[CH2:23][CH2:22]3)[N:12]=[CH:11][N:10]=2)[CH:5]=[CH:4][C:3]=1[OH:31].[F:32][C:33]1[CH:34]=[C:35]([CH:38]=[CH:39][CH:40]=1)[CH2:36]Cl. (9) Given the product [C:11]([C:9]1[CH:10]=[C:5]2[N:4]=[CH:3][C:2]([C:16]#[C:15][C:17]3[CH:22]=[CH:21][C:20]([CH3:23])=[CH:19][CH:18]=3)=[CH:7][N:6]2[N:8]=1)([CH3:14])([CH3:13])[CH3:12], predict the reactants needed to synthesize it. The reactants are: Br[C:2]1[CH:3]=[N:4][C:5]2[N:6]([N:8]=[C:9]([C:11]([CH3:14])([CH3:13])[CH3:12])[CH:10]=2)[CH:7]=1.[C:15]([C:17]1[CH:22]=[CH:21][C:20]([CH3:23])=[CH:19][CH:18]=1)#[CH:16].